This data is from Catalyst prediction with 721,799 reactions and 888 catalyst types from USPTO. The task is: Predict which catalyst facilitates the given reaction. (1) Reactant: [OH:1][C@@:2]12[CH2:21][C@@H:20]([O:22][CH2:23][O:24][CH3:25])[CH2:19][C@H:12]3[O:13][C:14]([CH3:18])([CH3:17])[O:15][CH2:16][C@@:11]13[CH:10]1[CH:5]([C@@:6]3([O:46][CH2:47][O:48][CH3:49])[CH2:32][CH2:31][C@H:30]([CH2:33]OS(C4C=CC(C)=CC=4)(=O)=O)[C@@:7]3([CH3:45])[CH2:8][C@H:9]1[O:26][CH2:27][O:28][CH3:29])[CH2:4][CH2:3]2.[N-:50]=[N+:51]=[N-:52].[Na+]. Product: [N:50]([CH2:33][C@@H:30]1[C@@:7]2([CH3:45])[CH2:8][C@@H:9]([O:26][CH2:27][O:28][CH3:29])[CH:10]3[C@:11]45[C@@:2]([OH:1])([CH2:21][C@@H:20]([O:22][CH2:23][O:24][CH3:25])[CH2:19][C@H:12]4[O:13][C:14]([CH3:17])([CH3:18])[O:15][CH2:16]5)[CH2:3][CH2:4][CH:5]3[C@@:6]2([O:46][CH2:47][O:48][CH3:49])[CH2:32][CH2:31]1)=[N+:51]=[N-:52]. The catalyst class is: 58. (2) Reactant: [F:1][C:2]1[CH:3]=[C:4]([CH:21]=[CH:22][CH:23]=1)[CH2:5][S:6][C:7]1[CH:8]=[C:9]([O:17]COC)[C:10]([O:13]COC)=[N:11][CH:12]=1.Cl. Product: [F:1][C:2]1[CH:3]=[C:4]([CH:21]=[CH:22][CH:23]=1)[CH2:5][S:6][C:7]1[CH:8]=[C:9]([OH:17])[C:10](=[O:13])[NH:11][CH:12]=1. The catalyst class is: 12. (3) Reactant: Br[CH:2]1[C:7](=O)[CH2:6][CH2:5][N:4]([C:9]([O:11][C:12]([CH3:15])([CH3:14])[CH3:13])=[O:10])[C:3]1=[O:16].[NH2:17][C:18]([NH2:20])=[S:19].C([O-])(O)=O.[Na+]. Product: [NH2:20][C:18]1[S:19][C:2]2[C:3](=[O:16])[N:4]([C:9]([O:11][C:12]([CH3:15])([CH3:14])[CH3:13])=[O:10])[CH2:5][CH2:6][C:7]=2[N:17]=1. The catalyst class is: 8. (4) Reactant: [CH2:1]([O:3][C:4](=[O:18])/[CH:5]=[C:6](\[NH:14][C:15](=[O:17])[CH3:16])/[C@H:7]([CH3:13])[C@H:8]([CH3:12])[CH2:9][CH2:10][CH3:11])[CH3:2]. Product: [CH2:1]([O:3][C:4](=[O:18])[CH2:5][C@@H:6]([NH:14][C:15](=[O:17])[CH3:16])[C@H:7]([CH3:13])[C@H:8]([CH3:12])[CH2:9][CH2:10][CH3:11])[CH3:2]. The catalyst class is: 5.